Dataset: Reaction yield outcomes from USPTO patents with 853,638 reactions. Task: Predict the reaction yield, written as a fraction of the theoretical maximum amount of product (1.0 means a 100% yield; for example, 0.34 means a 34% yield). (1) The reactants are FC(F)(F)S(O[C:7]1[CH2:8][CH2:9][N:10]([C:13]2[C:18]([F:19])=[CH:17][C:16]([N+:20]([O-:22])=[O:21])=[CH:15][C:14]=2[F:23])[CH2:11][CH:12]=1)(=O)=O.[F:26][C:27]1[CH:28]=[C:29](B2OC(C)(C)C(C)(C)O2)[CH:30]=[CH:31][C:32]=1[F:33].[Cl-].[Li+].C(=O)([O-])[O-].[Na+].[Na+]. The catalyst is COCCOC.C1C=CC(P(C2C=CC=CC=2)C2C=CC=CC=2)=CC=1.C1C=CC(P(C2C=CC=CC=2)C2C=CC=CC=2)=CC=1.C1C=CC(P(C2C=CC=CC=2)C2C=CC=CC=2)=CC=1.C1C=CC(P(C2C=CC=CC=2)C2C=CC=CC=2)=CC=1.[Pd]. The product is [F:19][C:18]1[CH:17]=[C:16]([N+:20]([O-:22])=[O:21])[CH:15]=[C:14]([F:23])[C:13]=1[N:10]1[CH2:11][CH:12]=[C:7]([C:30]2[CH:29]=[CH:28][C:27]([F:26])=[C:32]([F:33])[CH:31]=2)[CH2:8][CH2:9]1. The yield is 0.630. (2) The reactants are Br[C:2]1[CH:3]=[CH:4][C:5]([O:8][CH3:9])=[N:6][CH:7]=1.C([Li])CCC.C[O:16][B:17](OC)[O:18]C. The product is [CH3:9][O:8][C:5]1[N:6]=[CH:7][C:2]([B:17]([OH:18])[OH:16])=[CH:3][CH:4]=1. The yield is 0.880. No catalyst specified. (3) The catalyst is CC(C)=O. The product is [C:1]([O:5][C:6]([N:8]1[CH2:12][CH2:11][CH:10]([O:13][CH2:14][C:15]2[CH:20]=[CH:19][CH:18]=[CH:17][CH:16]=2)[CH:9]1[CH2:21][I:27])=[O:7])([CH3:4])([CH3:3])[CH3:2]. The yield is 0.840. The reactants are [C:1]([O:5][C:6]([N:8]1[CH2:12][CH2:11][CH:10]([O:13][CH2:14][C:15]2[CH:20]=[CH:19][CH:18]=[CH:17][CH:16]=2)[CH:9]1[CH2:21]OS(C)(=O)=O)=[O:7])([CH3:4])([CH3:3])[CH3:2].[I-:27].[Na+].C(OCC)(=O)C. (4) The reactants are [NH2:1][C:2]1[CH:3]=[C:4]([OH:8])[CH:5]=[CH:6][CH:7]=1.[F:9][C:10]([F:23])([O:14][C:15]1[CH:16]=[C:17]([CH:20]=[CH:21][CH:22]=1)[CH:18]=O)[CH:11]([F:13])[F:12].C(O[BH-](OC(=O)C)OC(=O)C)(=O)C.[Na+].C(O)(=O)C. The catalyst is ClCCCl. The product is [F:9][C:10]([F:23])([O:14][C:15]1[CH:16]=[C:17]([CH2:18][NH:1][C:2]2[CH:3]=[C:4]([OH:8])[CH:5]=[CH:6][CH:7]=2)[CH:20]=[CH:21][CH:22]=1)[CH:11]([F:12])[F:13]. The yield is 0.830. (5) The reactants are Br[C:2]1[CH:3]=[CH:4][C:5]2[N:6]([C:15]3[CH:20]=[CH:19][CH:18]=[CH:17][CH:16]=3)[C:7]3[C:12]([C:13]=2[CH:14]=1)=[CH:11][CH:10]=[CH:9][CH:8]=3.CC(C)([O-])C.[Na+].C1(C)C(C)=CC=CC=1.[NH2:35][C:36]1[CH:41]=[CH:40][CH:39]=[CH:38][CH:37]=1. The catalyst is C1C=CC(/C=C/C(/C=C/C2C=CC=CC=2)=O)=CC=1.C1C=CC(/C=C/C(/C=C/C2C=CC=CC=2)=O)=CC=1.[Pd].[CH-]1C(P(C2C=CC=CC=2)C2C=CC=CC=2)=CC=C1.[CH-]1C(P(C2C=CC=CC=2)C2C=CC=CC=2)=CC=C1.[Fe+2].C1(C)C=CC=CC=1. The product is [C:36]1([NH:35][C:2]2[CH:3]=[CH:4][C:5]3[N:6]([C:15]4[CH:20]=[CH:19][CH:18]=[CH:17][CH:16]=4)[C:7]4[C:12]([C:13]=3[CH:14]=2)=[CH:11][CH:10]=[CH:9][CH:8]=4)[CH:41]=[CH:40][CH:39]=[CH:38][CH:37]=1. The yield is 0.750.